From a dataset of Full USPTO retrosynthesis dataset with 1.9M reactions from patents (1976-2016). Predict the reactants needed to synthesize the given product. (1) Given the product [F:24][C:15]1[CH:16]=[C:17]([C:20]([F:21])([F:23])[F:22])[CH:18]=[CH:19][C:14]=1[CH2:13][CH:12]1[C:4]2=[N:5][C:6]3[CH:11]=[CH:10][CH:9]=[CH:8][C:7]=3[N:3]2[C:26](=[O:27])[NH:25]1, predict the reactants needed to synthesize it. The reactants are: N#N.[NH:3]1[C:7]2[CH:8]=[CH:9][CH:10]=[CH:11][C:6]=2[N:5]=[C:4]1[CH:12]([NH2:25])[CH2:13][C:14]1[CH:19]=[CH:18][C:17]([C:20]([F:23])([F:22])[F:21])=[CH:16][C:15]=1[F:24].[C:26](N1C=CN=C1)(N1C=CN=C1)=[O:27].O. (2) Given the product [F:1][C:2]1([F:47])[CH2:3][CH2:4][CH:5]([C:8]2[C:17]3[CH:16]([OH:18])[CH2:15][C:14]([CH3:19])([CH3:20])[CH2:13][C:12]=3[N:11]=[C:10]([CH:21]3[CH2:26][CH2:25][N:24]([C:27]4[N:32]=[CH:31][C:30]([CH2:33][NH:49][CH3:48])=[CH:29][N:28]=4)[CH2:23][CH2:22]3)[C:9]=2[CH:35]([F:46])[C:36]2[CH:37]=[CH:38][C:39]([C:42]([F:45])([F:43])[F:44])=[CH:40][CH:41]=2)[CH2:6][CH2:7]1, predict the reactants needed to synthesize it. The reactants are: [F:1][C:2]1([F:47])[CH2:7][CH2:6][CH:5]([C:8]2[C:17]3[CH:16]([OH:18])[CH2:15][C:14]([CH3:20])([CH3:19])[CH2:13][C:12]=3[N:11]=[C:10]([CH:21]3[CH2:26][CH2:25][N:24]([C:27]4[N:32]=[CH:31][C:30]([CH:33]=O)=[CH:29][N:28]=4)[CH2:23][CH2:22]3)[C:9]=2[CH:35]([F:46])[C:36]2[CH:41]=[CH:40][C:39]([C:42]([F:45])([F:44])[F:43])=[CH:38][CH:37]=2)[CH2:4][CH2:3]1.[CH3:48][NH2:49].CO.[BH4-].[Na+].[Cl-].[NH4+].C(=O)([O-])O.[Na+]. (3) Given the product [CH:1]([N:4]1[C:12]2[CH:11]=[C:10]([C:13]3[CH:14]=[N:15][NH:16][CH:17]=3)[CH:9]=[C:8]([C:18]([OH:20])=[O:19])[C:7]=2[C:6]([CH3:22])=[N:5]1)([CH3:3])[CH3:2], predict the reactants needed to synthesize it. The reactants are: [CH:1]([N:4]1[C:12]2[CH:11]=[C:10]([C:13]3[CH:14]=[N:15][NH:16][CH:17]=3)[CH:9]=[C:8]([C:18]([O:20]C)=[O:19])[C:7]=2[C:6]([CH3:22])=[N:5]1)([CH3:3])[CH3:2].O[Li].O. (4) Given the product [NH2:1][C:2]1[C:3]2[C:10]([C:11]3[CH:16]=[CH:15][CH:14]=[C:13]([O:17][CH2:18][C:19]45[O:25][CH:22]([CH2:21][CH2:20]4)[CH2:23][CH2:24]5)[CH:12]=3)=[CH:9][N:8]([C@@H:26]3[CH2:27][C@H:28]([OH:30])[CH2:29]3)[C:4]=2[N:5]=[CH:6][N:7]=1, predict the reactants needed to synthesize it. The reactants are: [NH2:1][C:2]1[C:3]2[C:10]([C:11]3[CH:16]=[CH:15][CH:14]=[C:13]([O:17][CH2:18][C:19]45[O:25][CH:22]([CH2:23][CH2:24]4)[CH2:21][CH2:20]5)[CH:12]=3)=[CH:9][N:8]([CH:26]3[CH2:29][C:28](=[O:30])[CH2:27]3)[C:4]=2[N:5]=[CH:6][N:7]=1.[BH4-].[Na+]. (5) Given the product [CH3:1][Si:2]([C:7]1[CH:12]=[CH:11][CH:10]=[CH:9][CH:8]=1)([O:3][CH3:4])[O:5][CH2:6][CH:13]=[C:14]([CH3:18])[CH3:15], predict the reactants needed to synthesize it. The reactants are: [CH3:1][Si:2]([C:7]1[CH:12]=[CH:11][CH:10]=[CH:9][CH:8]=1)([O:5][CH3:6])[O:3][CH3:4].[CH3:13][C:14]([CH3:18])=[CH:15]CO. (6) Given the product [CH3:1][O:2][C:3]1[CH:4]=[CH:5][C:6]([CH2:7][NH:8][C:9]2[C:18]([CH2:19][CH:20]([CH3:30])[C:21]([NH:23][CH2:24][CH2:25][C:26]([CH3:29])([CH3:28])[CH3:27])=[O:22])=[CH:17][C:16]3[C:11](=[CH:12][CH:13]=[C:14]([C:31]4[C:36]([CH3:37])=[CH:35][CH:34]=[CH:33][N:32]=4)[CH:15]=3)[N:10]=2)=[CH:38][CH:39]=1, predict the reactants needed to synthesize it. The reactants are: [CH3:1][O:2][C:3]1[CH:39]=[CH:38][C:6]([CH2:7][NH:8][C:9]2[C:18](/[CH:19]=[C:20](\[CH3:30])/[C:21]([NH:23][CH2:24][CH2:25][C:26]([CH3:29])([CH3:28])[CH3:27])=[O:22])=[CH:17][C:16]3[C:11](=[CH:12][CH:13]=[C:14]([C:31]4[C:36]([CH3:37])=[CH:35][CH:34]=[CH:33][N:32]=4)[CH:15]=3)[N:10]=2)=[CH:5][CH:4]=1. (7) Given the product [ClH:1].[Cl:1][C:2]1[CH:7]=[CH:6][C:5]([CH:8]([CH2:9][O:10][C:11]2[CH:20]=[CH:19][CH:18]=[C:17]3[C:12]=2[C:13]([NH2:22])=[N:14][C:15]([NH2:21])=[N:16]3)[CH2:23][OH:24])=[CH:4][CH:3]=1, predict the reactants needed to synthesize it. The reactants are: [Cl:1][C:2]1[CH:7]=[CH:6][C:5]([CH:8]([CH2:23][O:24]COC)[CH2:9][O:10][C:11]2[CH:20]=[CH:19][CH:18]=[C:17]3[C:12]=2[C:13]([NH2:22])=[N:14][C:15]([NH2:21])=[N:16]3)=[CH:4][CH:3]=1.